From a dataset of Full USPTO retrosynthesis dataset with 1.9M reactions from patents (1976-2016). Predict the reactants needed to synthesize the given product. (1) The reactants are: [Br:1][C:2]1[CH:3]=[C:4]2[C:8](=[C:9]([O:11][CH3:12])[CH:10]=1)[NH:7][C:6](=[O:13])[C:5]2=[O:14].CC1C=CC(S(O)(=O)=O)=CC=1.[CH2:26](O)[CH2:27][OH:28]. Given the product [Br:1][C:2]1[CH:3]=[C:4]2[C:8](=[C:9]([O:11][CH3:12])[CH:10]=1)[NH:7][C:6](=[O:13])[C:5]12[O:28][CH2:27][CH2:26][O:14]1, predict the reactants needed to synthesize it. (2) Given the product [F:36][C:14]1[CH:15]=[C:16]([C:19]2[C:27]3[C:22](=[CH:23][C:24]([NH:28][S:29]([CH3:32])(=[O:31])=[O:30])=[CH:25][CH:26]=3)[N:21]([CH:33]([CH3:34])[CH3:35])[CH:20]=2)[CH:17]=[CH:18][C:13]=1[C:11]([NH2:12])=[S:41], predict the reactants needed to synthesize it. The reactants are: C(N(C(C)C)CC)(C)C.O.[C:11]([C:13]1[CH:18]=[CH:17][C:16]([C:19]2[C:27]3[C:22](=[CH:23][C:24]([NH:28][S:29]([CH3:32])(=[O:31])=[O:30])=[CH:25][CH:26]=3)[N:21]([CH:33]([CH3:35])[CH3:34])[CH:20]=2)=[CH:15][C:14]=1[F:36])#[N:12].C(OP(=S)(OCC)[SH:41])C. (3) Given the product [N:61]1([CH2:66][C@@H:67]2[C@H:68]([NH:72][C:11](=[O:13])/[C:10](=[N:9]\[O:8][CH2:7][C:6]([O:5][C:1]([CH3:3])([CH3:4])[CH3:2])=[O:27])/[C:14]3[N:15]=[C:16]([NH:19][C:20]([O:22][C:23]([CH3:26])([CH3:24])[CH3:25])=[O:21])[S:17][CH:18]=3)[C:69](=[O:71])[NH:70]2)[CH:65]=[N:64][CH:63]=[N:62]1, predict the reactants needed to synthesize it. The reactants are: [C:1]([O:5][C:6](=[O:27])[CH2:7][O:8]/[N:9]=[C:10](/[C:14]1[N:15]=[C:16]([NH:19][C:20]([O:22][C:23]([CH3:26])([CH3:25])[CH3:24])=[O:21])[S:17][CH:18]=1)\[C:11]([OH:13])=O)([CH3:4])([CH3:3])[CH3:2].CCN(C(C)C)C(C)C.CN(C(ON1N=NC2C=CC=NC1=2)=[N+](C)C)C.F[P-](F)(F)(F)(F)F.[N:61]1([CH2:66][C@H:67]2[NH:70][C:69](=[O:71])[C@H:68]2[NH2:72])[CH:65]=[N:64][CH:63]=[N:62]1. (4) Given the product [C:1]1([S:7]([NH:11][C:12]2[CH:13]=[CH:14][C:15]([CH2:16][NH:17][C:18]3[C:27]4[C:22](=[C:23]([C:28]([NH2:30])=[O:29])[CH:24]=[CH:25][CH:26]=4)[N:21]=[CH:20][N:19]=3)=[CH:31][CH:32]=2)(=[O:9])=[O:8])[CH:6]=[CH:5][CH:4]=[CH:3][CH:2]=1, predict the reactants needed to synthesize it. The reactants are: [C:1]1([S:7](Cl)(=[O:9])=[O:8])[CH:6]=[CH:5][CH:4]=[CH:3][CH:2]=1.[NH2:11][C:12]1[CH:32]=[CH:31][C:15]([CH2:16][NH:17][C:18]2[C:27]3[C:22](=[C:23]([C:28]([NH2:30])=[O:29])[CH:24]=[CH:25][CH:26]=3)[N:21]=[CH:20][N:19]=2)=[CH:14][CH:13]=1.C(N(CC)CC)C. (5) Given the product [F:27][C:28]1[CH:37]=[C:36]([F:38])[CH:35]=[C:34]2[C:29]=1[CH:30]([O:1][C:2]1[C:10]3[N:9]=[C:8]([CH3:11])[N:7]([S:12]([C:15]4[CH:16]=[CH:17][C:18]([CH3:21])=[CH:19][CH:20]=4)(=[O:14])=[O:13])[C:6]=3[CH:5]=[C:4]([C:22]([N:24]([CH3:26])[CH3:25])=[O:23])[CH:3]=1)[CH2:31][CH2:32][O:33]2, predict the reactants needed to synthesize it. The reactants are: [OH:1][C:2]1[C:10]2[N:9]=[C:8]([CH3:11])[N:7]([S:12]([C:15]3[CH:20]=[CH:19][C:18]([CH3:21])=[CH:17][CH:16]=3)(=[O:14])=[O:13])[C:6]=2[CH:5]=[C:4]([C:22]([N:24]([CH3:26])[CH3:25])=[O:23])[CH:3]=1.[F:27][C:28]1[CH:37]=[C:36]([F:38])[CH:35]=[C:34]2[C:29]=1[CH:30](O)[CH2:31][CH2:32][O:33]2.C1(P(C2C=CC=CC=2)C2C=CC=CC=2)C=CC=CC=1.N(C(OC(C)C)=O)=NC(OC(C)C)=O.C1(P(=O)(C2C=CC=CC=2)C2C=CC=CC=2)C=CC=CC=1. (6) Given the product [CH3:14][O:15][C:16]1[CH:21]=[CH:20][C:19]([CH2:22][NH:23][C:2]2[N:7]=[C:6]([C:8]3[CH:13]=[CH:12][CH:11]=[CH:10][N:9]=3)[CH:5]=[CH:4][CH:3]=2)=[CH:18][CH:17]=1, predict the reactants needed to synthesize it. The reactants are: Cl[C:2]1[N:7]=[C:6]([C:8]2[CH:13]=[CH:12][CH:11]=[CH:10][N:9]=2)[CH:5]=[CH:4][CH:3]=1.[CH3:14][O:15][C:16]1[CH:21]=[CH:20][C:19]([CH2:22][NH2:23])=[CH:18][CH:17]=1.